Task: Predict which catalyst facilitates the given reaction.. Dataset: Catalyst prediction with 721,799 reactions and 888 catalyst types from USPTO Reactant: [O:1]1[CH:5]=[CH:4][CH:3]=[C:2]1[C:6]1[N:10]([C:11]2[CH:12]=[C:13]([C:16]#[N:17])[S:14][CH:15]=2)[N:9]=[C:8]([C:18]([F:21])([F:20])[F:19])[CH:7]=1.[NH:22]([C:35]([O:37][C:38]([CH3:41])([CH3:40])[CH3:39])=[O:36])[C@H:23]([C:25](ON1C(=O)CCC1=O)=[O:26])[CH3:24].C(N(CC)CC)C. Product: [O:1]1[CH:5]=[CH:4][CH:3]=[C:2]1[C:6]1[N:10]([C:11]2[CH:12]=[C:13]([CH2:16][NH:17][C:25](=[O:26])[C@@H:23]([NH:22][C:35](=[O:36])[O:37][C:38]([CH3:40])([CH3:39])[CH3:41])[CH3:24])[S:14][CH:15]=2)[N:9]=[C:8]([C:18]([F:20])([F:21])[F:19])[CH:7]=1. The catalyst class is: 1.